From a dataset of Catalyst prediction with 721,799 reactions and 888 catalyst types from USPTO. Predict which catalyst facilitates the given reaction. (1) Reactant: [CH2:1]([O:5][C:6]1[N:14]=[C:13]2[C:9]([N:10]=[C:11]([O:28][CH3:29])[N:12]2[CH2:15][C:16]2[CH:21]=[CH:20][C:19]([O:22][CH2:23][CH2:24][CH2:25][CH2:26]Cl)=[CH:18][CH:17]=2)=[C:8]([NH2:30])[N:7]=1)[CH2:2][CH2:3][CH3:4].[NH:31]1[CH2:41][CH2:40][CH:34]([C:35]([O:37][CH2:38][CH3:39])=[O:36])[CH2:33][CH2:32]1.C(N(C(C)C)C(C)C)C.[I-].[Na+]. Product: [CH2:1]([O:5][C:6]1[N:14]=[C:13]2[C:9]([N:10]=[C:11]([O:28][CH3:29])[N:12]2[CH2:15][C:16]2[CH:21]=[CH:20][C:19]([O:22][CH2:23][CH2:24][CH2:25][CH2:26][N:31]3[CH2:41][CH2:40][CH:34]([C:35]([O:37][CH2:38][CH3:39])=[O:36])[CH2:33][CH2:32]3)=[CH:18][CH:17]=2)=[C:8]([NH2:30])[N:7]=1)[CH2:2][CH2:3][CH3:4]. The catalyst class is: 3. (2) Reactant: [NH2:1][C:2]1[CH:29]=[CH:28][C:27]([O:30][C:31]([F:34])([F:33])[F:32])=[CH:26][C:3]=1[CH2:4][N:5]1[C@@H:9]([CH3:10])[C@@H:8]([C:11]2[CH:16]=[C:15]([C:17]([F:20])([F:19])[F:18])[CH:14]=[C:13]([C:21]([F:24])([F:23])[F:22])[CH:12]=2)[O:7][C:6]1=[O:25].[CH:35]([C@H:37]1[CH2:42][CH2:41][C@H:40]([CH2:43][C:44]([O:46][CH2:47][CH3:48])=[O:45])[CH2:39][CH2:38]1)=O.[BH4-].[Na+]. Product: [F:24][C:21]([F:22])([F:23])[C:13]1[CH:12]=[C:11]([C@H:8]2[O:7][C:6](=[O:25])[N:5]([CH2:4][C:3]3[CH:26]=[C:27]([O:30][C:31]([F:34])([F:33])[F:32])[CH:28]=[CH:29][C:2]=3[NH:1][CH2:35][C@H:37]3[CH2:38][CH2:39][C@H:40]([CH2:43][C:44]([O:46][CH2:47][CH3:48])=[O:45])[CH2:41][CH2:42]3)[C@H:9]2[CH3:10])[CH:16]=[C:15]([C:17]([F:19])([F:20])[F:18])[CH:14]=1. The catalyst class is: 11. (3) Reactant: C([O:5]C(=O)[NH:7][C@H:8]1[CH2:13][CH2:12][CH2:11][CH2:10][C@H:9]1[NH:14][C:15]1[N:16]=[N:17][C:18]([C:32](=[O:34])[NH2:33])=[C:19]([NH:21][C:22]2[N:27]=[C:26]3[N:28]([CH3:31])[CH:29]=[CH:30][C:25]3=[CH:24][CH:23]=2)[CH:20]=1)(C)(C)C.FC(F)(F)C(O)=O.C(=O)(O)[O-].[Na+]. Product: [NH4+:7].[OH-:5].[NH2:7][C@H:8]1[CH2:13][CH2:12][CH2:11][CH2:10][C@H:9]1[NH:14][C:15]1[N:16]=[N:17][C:18]([C:32]([NH2:33])=[O:34])=[C:19]([NH:21][C:22]2[N:27]=[C:26]3[N:28]([CH3:31])[CH:29]=[CH:30][C:25]3=[CH:24][CH:23]=2)[CH:20]=1. The catalyst class is: 4. (4) Reactant: [F:1][C:2]([F:23])([F:22])[C:3]1[CH:8]=[CH:7][C:6](/[CH:9]=[CH:10]/[C:11]2[O:12][CH:13]=[C:14]([CH2:16][C:17](OCC)=[O:18])[N:15]=2)=[CH:5][CH:4]=1.[Cl-].[Ca+2].[Cl-].[BH4-].[Na+].Cl. Product: [F:23][C:2]([F:1])([F:22])[C:3]1[CH:8]=[CH:7][C:6](/[CH:9]=[CH:10]/[C:11]2[O:12][CH:13]=[C:14]([CH2:16][CH2:17][OH:18])[N:15]=2)=[CH:5][CH:4]=1. The catalyst class is: 219. (5) Reactant: [Cl:1][C:2]1[C:7]([F:8])=[CH:6][C:5]([CH2:9][S:10]C)=[CH:4][N:3]=1.[N:12]#[C:13][NH2:14].C(O)(=O)C.C(O)(=O)C.IC1C=CC=CC=1. Product: [F:8][C:7]1[CH:6]=[C:5]([CH2:9][SH:10]=[N:14][C:13]#[N:12])[CH:4]=[N:3][C:2]=1[Cl:1]. The catalyst class is: 1. (6) Reactant: C([O:4][CH2:5][C@@H:6]1[C@@H:11]([O:12]C(=O)C)[C@H:10]([O:16]C(=O)C)[C@H:9]([O:20]C(=O)C)[CH:8]([C:24]2[CH:29]=[CH:28][CH:27]=[C:26]([OH:30])[CH:25]=2)[O:7]1)(=O)C.C(N(CC)CC)C.[N:38]([C:41]1[S:42][CH:43]=[CH:44][CH:45]=1)=[C:39]=[O:40]. Product: [S:42]1[CH:43]=[CH:44][CH:45]=[C:41]1[NH:38][C:39](=[O:40])[O:30][C:26]1[CH:27]=[CH:28][CH:29]=[C:24]([C@@H:8]2[C@@H:9]([OH:20])[C@@H:10]([OH:16])[C@H:11]([OH:12])[C@@H:6]([CH2:5][OH:4])[O:7]2)[CH:25]=1. The catalyst class is: 2. (7) Reactant: [NH:1]1[CH:5]=[CH:4][N:3]=[C:2]1[CH2:6][N:7]([CH2:14][C:15]1[CH:39]=[CH:38][C:18]([CH2:19][N:20]2[C@H:24]([C:25](O)=O)[CH2:23][C:22]3([CH2:32][CH2:31][N:30]([CH:33]([CH2:36][CH3:37])[CH2:34][CH3:35])[CH2:29][CH2:28]3)[CH2:21]2)=[CH:17][CH:16]=1)[CH2:8][C:9]1[NH:10][CH:11]=[CH:12][N:13]=1.O.N.C[NH3+].F[P-](F)(F)(F)(F)F.N1([O:60][C:61](N(C)C)=[N+:62](C)C)C2C=CC=NC=2N=N1.F[P-](F)(F)(F)(F)F.C(=O)([O-])O.[Na+]. Product: [NH:13]1[CH:12]=[CH:11][N:10]=[C:9]1[CH2:8][N:7]([CH2:14][C:15]1[CH:16]=[CH:17][C:18]([CH2:19][N:20]2[C@H:24]([CH2:25][C:61]([NH2:62])=[O:60])[CH2:23][C:22]3([CH2:28][CH2:29][N:30]([CH:33]([CH2:34][CH3:35])[CH2:36][CH3:37])[CH2:31][CH2:32]3)[CH2:21]2)=[CH:38][CH:39]=1)[CH2:6][C:2]1[NH:3][CH:4]=[CH:5][N:1]=1. The catalyst class is: 35.